This data is from Full USPTO retrosynthesis dataset with 1.9M reactions from patents (1976-2016). The task is: Predict the reactants needed to synthesize the given product. Given the product [CH2:53]([O:52][C:50]([NH:27][S:24]([C:16]1[S:17][C:18]([CH2:20][CH:21]([CH3:23])[CH3:22])=[CH:19][C:15]=1[C:11]1[CH:12]=[CH:13][CH:14]=[C:9]([CH2:8][N:5]2[CH:6]=[CH:7][C:3]([C:2]([F:32])([F:33])[F:1])=[N:4]2)[CH:10]=1)(=[O:25])=[O:26])=[O:51])[CH2:54][CH2:55][CH3:56], predict the reactants needed to synthesize it. The reactants are: [F:1][C:2]([F:33])([F:32])[C:3]1[CH:7]=[CH:6][N:5]([CH2:8][C:9]2[CH:10]=[C:11]([C:15]3[CH:19]=[C:18]([CH2:20][CH:21]([CH3:23])[CH3:22])[S:17][C:16]=3[S:24]([NH:27]C(C)(C)C)(=[O:26])=[O:25])[CH:12]=[CH:13][CH:14]=2)[N:4]=1.B(Cl)(Cl)Cl.N1(C2C=CC=CN=2)CCCC1.Cl[C:50]([O:52][CH2:53][CH2:54][CH2:55][CH3:56])=[O:51].C(O)(=O)CC(CC(O)=O)(C(O)=O)O.